From a dataset of Reaction yield outcomes from USPTO patents with 853,638 reactions. Predict the reaction yield, written as a fraction of the theoretical maximum amount of product (1.0 means a 100% yield; for example, 0.34 means a 34% yield). (1) The reactants are [N+:1]([C:4]1[CH:14]=[CH:13][C:12]2[CH:11]3[CH2:15]CN([CH2:8][CH2:9][CH2:10]3)[C:6]=2[CH:5]=1)([O-:3])=[O:2].[N:17]1C=CC=C[CH:18]=1.[F:30][C:29]([F:32])([F:31])[C:28](O[C:28](=[O:33])[C:29]([F:32])([F:31])[F:30])=[O:33].Cl. The catalyst is ClCCl. The product is [F:32][C:29]([F:30])([F:31])[C:28]([N:17]1[CH2:18][CH:8]2[CH2:9][CH2:10][CH:11]([C:12]3[C:6]2=[CH:5][C:4]([N+:1]([O-:3])=[O:2])=[CH:14][CH:13]=3)[CH2:15]1)=[O:33]. The yield is 0.900. (2) The reactants are [F:1][C:2]1[CH:33]=[CH:32][C:5]([CH2:6][N:7]2[CH:15]=[C:14]3[C:9]([CH:10]=[C:11]([C:16]4[CH:17]=[C:18]([CH:26]5[CH2:31][CH2:30][NH:29][CH2:28][CH2:27]5)[N:19]5[C:24]=4[C:23]([NH2:25])=[N:22][CH:21]=[N:20]5)[CH:12]=[CH:13]3)=[N:8]2)=[CH:4][CH:3]=1.ClC[C:36]([N:38]([CH3:40])[CH3:39])=[O:37]. No catalyst specified. The product is [NH2:25][C:23]1[C:24]2=[C:16]([C:11]3[CH:12]=[CH:13][C:14]4[C:9]([CH:10]=3)=[N:8][N:7]([CH2:6][C:5]3[CH:4]=[CH:3][C:2]([F:1])=[CH:33][CH:32]=3)[CH:15]=4)[CH:17]=[C:18]([CH:26]3[CH2:27][CH2:28][N:29]([C:36]([N:38]([CH3:40])[CH3:39])=[O:37])[CH2:30][CH2:31]3)[N:19]2[N:20]=[CH:21][N:22]=1. The yield is 0.490.